This data is from Catalyst prediction with 721,799 reactions and 888 catalyst types from USPTO. The task is: Predict which catalyst facilitates the given reaction. (1) Reactant: [O:1]1[C:5]2[CH:6]=[CH:7][C:8]([C:10]#[N:11])=[CH:9][C:4]=2[O:3][CH2:2]1.[N-:12]=[N+:13]=[N-:14].[Na+].[Cl-].[NH4+].Cl. Product: [O:1]1[C:5]2[CH:6]=[CH:7][C:8]([C:10]3[N:12]=[N:13][NH:14][N:11]=3)=[CH:9][C:4]=2[O:3][CH2:2]1. The catalyst class is: 9. (2) Reactant: [Cl:1][C:2]1[CH:7]=[CH:6][C:5]([C@H:8]2[N:15]3[C:11]([S:12][C:13]([C:19]([N:21]4[CH2:32][CH2:31][CH2:30][C@H:22]4[C:23]([O:25]C(C)(C)C)=[O:24])=[O:20])=[C:14]3[CH:16]([CH3:18])[CH3:17])=[N:10][C@:9]2([C:34]2[CH:39]=[CH:38][C:37]([Cl:40])=[CH:36][CH:35]=2)[CH3:33])=[CH:4][CH:3]=1. Product: [Cl:1][C:2]1[CH:3]=[CH:4][C:5]([C@H:8]2[N:15]3[C:11]([S:12][C:13]([C:19]([N:21]4[CH2:32][CH2:31][CH2:30][C@H:22]4[C:23]([OH:25])=[O:24])=[O:20])=[C:14]3[CH:16]([CH3:17])[CH3:18])=[N:10][C@:9]2([C:34]2[CH:35]=[CH:36][C:37]([Cl:40])=[CH:38][CH:39]=2)[CH3:33])=[CH:6][CH:7]=1. The catalyst class is: 55. (3) Reactant: C[O:2][C:3](=[O:12])[C:4]1[CH:9]=[CH:8][C:7]([CH2:10][OH:11])=[N:6][CH:5]=1.Cl. Product: [OH:11][CH2:10][C:7]1[CH:8]=[CH:9][C:4]([C:3]([OH:12])=[O:2])=[CH:5][N:6]=1. The catalyst class is: 562. (4) Reactant: [F:1][C:2]1[CH:33]=[CH:32][CH:31]=[CH:30][C:3]=1[C:4]([NH:6][C:7]1[CH:12]=[CH:11][CH:10]=[CH:9][C:8]=1[CH:13]1[CH2:22][C:21]([CH3:24])([CH3:23])[C:20]2[C:15](=[CH:16][CH:17]=[C:18]([C:25]([O:27]CC)=[O:26])[CH:19]=2)[NH:14]1)=[O:5].O.[OH-].[Li+].[OH-].[Na+]. Product: [F:1][C:2]1[CH:33]=[CH:32][CH:31]=[CH:30][C:3]=1[C:4]([NH:6][C:7]1[CH:12]=[CH:11][CH:10]=[CH:9][C:8]=1[CH:13]1[CH2:22][C:21]([CH3:24])([CH3:23])[C:20]2[C:15](=[CH:16][CH:17]=[C:18]([C:25]([OH:27])=[O:26])[CH:19]=2)[NH:14]1)=[O:5]. The catalyst class is: 40. (5) Reactant: [Si:1]([O:8][C@@H:9]1[C@@:26]2([CH3:27])[C:13](=[CH:14][CH:15]=[C:16]3[C@@H:25]2[CH2:24][CH2:23][C@@:21]2([CH3:22])[C@H:17]3[CH2:18][CH:19]=[C:20]2[CH2:28][OH:29])[CH2:12][C@@H:11]([O:30][Si:31]([C:34]([CH3:37])([CH3:36])[CH3:35])([CH3:33])[CH3:32])[CH2:10]1)([C:4]([CH3:7])([CH3:6])[CH3:5])([CH3:3])[CH3:2].Br[CH2:39][CH2:40][CH2:41][CH2:42][C:43]([O:46][Si:47]([CH2:52][CH3:53])([CH2:50][CH3:51])[CH2:48][CH3:49])([CH3:45])[CH3:44].[H-].[Na+].C1OCCOCCOCCOCCOC1. Product: [Si:1]([O:8][C@@H:9]1[C@@:26]2([CH3:27])[C:13](=[CH:14][CH:15]=[C:16]3[C@@H:25]2[CH2:24][CH2:23][C@@:21]2([CH3:22])[C@H:17]3[CH2:18][CH:19]=[C:20]2[CH2:28][O:29][CH2:39][CH2:40][CH2:41][CH2:42][C:43]([O:46][Si:47]([CH2:52][CH3:53])([CH2:48][CH3:49])[CH2:50][CH3:51])([CH3:45])[CH3:44])[CH2:12][C@@H:11]([O:30][Si:31]([C:34]([CH3:37])([CH3:36])[CH3:35])([CH3:32])[CH3:33])[CH2:10]1)([C:4]([CH3:7])([CH3:6])[CH3:5])([CH3:3])[CH3:2]. The catalyst class is: 7. (6) Reactant: Cl.[NH2:2][C@@H:3]1[CH2:8][CH2:7][C@H:6]([C:9]([NH:11][CH:12]([CH3:14])[CH3:13])=[O:10])[CH2:5][CH2:4]1.CCN(C(C)C)C(C)C.F[C:25]1[CH:26]=[C:27]([CH2:34][OH:35])[CH:28]=[CH:29][C:30]=1[N+:31]([O-:33])=[O:32]. Product: [OH:35][CH2:34][C:27]1[CH:28]=[CH:29][C:30]([N+:31]([O-:33])=[O:32])=[C:25]([NH:2][C@@H:3]2[CH2:4][CH2:5][C@H:6]([C:9]([NH:11][CH:12]([CH3:14])[CH3:13])=[O:10])[CH2:7][CH2:8]2)[CH:26]=1. The catalyst class is: 10. (7) Reactant: [C:1]([O:5][C:6]([N:8]1[CH2:13][CH2:12][N:11]([C:14]2[C:19]([N+:20]([O-:22])=[O:21])=[CH:18][C:17]([Br:23])=[CH:16][C:15]=2[CH2:24][OH:25])[CH2:10][CH2:9]1)=[O:7])([CH3:4])([CH3:3])[CH3:2].CCN(C(C)C)C(C)C.CS(Cl)(=O)=O.[F:40][C:41]([F:50])([F:49])[C:42]1[CH:47]=[CH:46][CH:45]=[CH:44][C:43]=1O.C(=O)([O-])[O-].[K+].[K+]. Product: [C:1]([O:5][C:6]([N:8]1[CH2:9][CH2:10][N:11]([C:14]2[C:15]([CH2:24][O:25][C:43]3[CH:44]=[CH:45][CH:46]=[CH:47][C:42]=3[C:41]([F:50])([F:49])[F:40])=[CH:16][C:17]([Br:23])=[CH:18][C:19]=2[N+:20]([O-:22])=[O:21])[CH2:12][CH2:13]1)=[O:7])([CH3:4])([CH3:2])[CH3:3]. The catalyst class is: 124.